Dataset: Reaction yield outcomes from USPTO patents with 853,638 reactions. Task: Predict the reaction yield, written as a fraction of the theoretical maximum amount of product (1.0 means a 100% yield; for example, 0.34 means a 34% yield). (1) The reactants are [F:1][C:2]1[CH:3]=[C:4]([C:8]2[N:9]=[C:10]3[C:15]([C:16](O)=[O:17])=[CH:14][C:13]([N:19]4[CH2:24][CH2:23][O:22][CH2:21][CH2:20]4)=[N:12][N:11]3[CH:25]=2)[CH:5]=[CH:6][CH:7]=1.[S:26]1[CH:30]=[CH:29][N:28]=[C:27]1[NH2:31].CN(C(ON1N=NC2C=CC=NC1=2)=[N+](C)C)C.F[P-](F)(F)(F)(F)F.C(N(C(C)C)C(C)C)C. The catalyst is CN(C=O)C.O. The product is [F:1][C:2]1[CH:3]=[C:4]([C:8]2[N:9]=[C:10]3[C:15]([C:16]([NH:31][C:27]4[S:26][CH:30]=[CH:29][N:28]=4)=[O:17])=[CH:14][C:13]([N:19]4[CH2:24][CH2:23][O:22][CH2:21][CH2:20]4)=[N:12][N:11]3[CH:25]=2)[CH:5]=[CH:6][CH:7]=1. The yield is 0.352. (2) The reactants are F[C:2]1[C:11]([CH3:12])=[CH:10][C:5]([C:6]([O:8]C)=[O:7])=[CH:4][N:3]=1.Cl.[F:14][C:15]1([F:21])[CH2:20][CH2:19][NH:18][CH2:17][CH2:16]1.C(=O)([O-])[O-].[Cs+].[Cs+].[OH-].[Na+].Cl. The catalyst is CN(C=O)C.CO. The product is [F:14][C:15]1([F:21])[CH2:20][CH2:19][N:18]([C:2]2[C:11]([CH3:12])=[CH:10][C:5]([C:6]([OH:8])=[O:7])=[CH:4][N:3]=2)[CH2:17][CH2:16]1. The yield is 0.390. (3) The reactants are [C:1]([CH:4]1[CH:8]([C:9]2[CH:14]=[CH:13][CH:12]=[C:11]([O:15][C:16]([F:19])([F:18])[F:17])[CH:10]=2)[N:7]([C:20]2[CH:25]=[C:24]([CH3:26])[C:23](=[O:27])[N:22]([CH3:28])[CH:21]=2)[C:6](=[O:29])[C:5]1=O)(=O)[CH3:2].Cl.[CH:32]1([NH:35][NH2:36])[CH2:34][CH2:33]1.CC(O)=O. The catalyst is O1CCOCC1. The product is [CH:32]1([N:35]2[C:5]3[C:6](=[O:29])[N:7]([C:20]4[CH:25]=[C:24]([CH3:26])[C:23](=[O:27])[N:22]([CH3:28])[CH:21]=4)[CH:8]([C:9]4[CH:14]=[CH:13][CH:12]=[C:11]([O:15][C:16]([F:19])([F:18])[F:17])[CH:10]=4)[C:4]=3[C:1]([CH3:2])=[N:36]2)[CH2:34][CH2:33]1. The yield is 0.181. (4) The reactants are C(OC(=O)[N:7]([CH2:17][CH:18]([OH:41])[CH:19]([NH:29]C(=O)CNC(=O)CCCCBr)[CH2:20][C:21]1[CH:26]=[C:25]([OH:27])[CH:24]=[C:23]([F:28])[CH:22]=1)[CH2:8][C:9]1[CH:14]=[CH:13][CH:12]=[C:11]([CH2:15][CH3:16])[CH:10]=1)(C)(C)C.[C:43]([O-:46])([O-])=O.[Cs+].[Cs+].[CH3:49][N:50]([CH:52]=[O:53])C. No catalyst specified. The product is [CH2:15]([C:11]1[CH:10]=[C:9]([CH:14]=[CH:13][CH:12]=1)[CH2:8][NH:7][CH2:17][CH:18]([CH:19]1[CH2:20][C:21]2=[CH:26][C:25](=[CH:24][C:23]([F:28])=[CH:22]2)[O:27][CH2:11][CH2:10][CH2:9][CH2:8][C:52](=[O:53])[NH:50][CH2:49][C:43](=[O:46])[NH:29]1)[OH:41])[CH3:16]. The yield is 0.250. (5) The reactants are FC1C=C(C=C([N:10]2[CH2:16][CH2:15][CH2:14][C:13]3[N:17]=[C:18]([C:20]4[CH:25]=[CH:24][CH:23]=[CH:22][N:21]=4)[O:19][C:12]=3[CH2:11]2)C=1)C#N.Br[C:27]1[CH:32]=[CH:31][CH:30]=[C:29]([C:33]([F:36])([F:35])[F:34])[CH:28]=1. No catalyst specified. The product is [N:21]1[CH:22]=[CH:23][CH:24]=[CH:25][C:20]=1[C:18]1[O:19][C:12]2[CH2:11][N:10]([C:27]3[CH:32]=[CH:31][CH:30]=[C:29]([C:33]([F:36])([F:35])[F:34])[CH:28]=3)[CH2:16][CH2:15][CH2:14][C:13]=2[N:17]=1. The yield is 0.330. (6) The reactants are Br.[CH3:2][CH:3]1[CH2:9][NH:8][CH2:7][CH2:6][C:5]2[N:10]=[C:11]([OH:14])[CH:12]=[CH:13][C:4]1=2.CCN(CC)CC.[C:22](O[C:22]([C:24]([F:27])([F:26])[F:25])=[O:23])([C:24]([F:27])([F:26])[F:25])=[O:23]. The catalyst is C(Cl)Cl.CN(C=O)C. The product is [CH3:2][CH:3]1[CH2:9][N:8]([C:22](=[O:23])[C:24]([F:27])([F:26])[F:25])[CH2:7][CH2:6][C:5]2[N:10]=[C:11]([OH:14])[CH:12]=[CH:13][C:4]1=2. The yield is 0.770. (7) The reactants are [CH3:1][O:2][C:3]1[C:8]2[N:9]=[C:10]([NH:12][C:13]([C:15]3[S:16][C:17]([CH3:20])=[CH:18][CH:19]=3)=[O:14])[S:11][C:7]=2[C:6]([N:21]2[CH2:26][CH2:25][NH:24][CH2:23][CH2:22]2)=[CH:5][CH:4]=1.[C:27](Cl)(=[O:29])[CH3:28].N1C=CC=CC=1. The catalyst is CN(C=O)C. The product is [C:27]([N:24]1[CH2:23][CH2:22][N:21]([C:6]2[C:7]3[S:11][C:10]([NH:12][C:13]([C:15]4[S:16][C:17]([CH3:20])=[CH:18][CH:19]=4)=[O:14])=[N:9][C:8]=3[C:3]([O:2][CH3:1])=[CH:4][CH:5]=2)[CH2:26][CH2:25]1)(=[O:29])[CH3:28]. The yield is 0.550. (8) The reactants are [H-].[Al+3].[Li+].[H-].[H-].[H-].C[O:8][C:9]([C:11]1[C:12]([C:24]2[CH:29]=[CH:28][C:27]([O:30][CH2:31][O:32][CH3:33])=[CH:26][C:25]=2[O:34][CH3:35])=[CH:13][CH:14]=[C:15]2[C:20]=1[NH:19][C:18](=[O:21])[C:17]([CH3:23])([CH3:22])[NH:16]2)=O.Cl. The catalyst is O1CCCC1.O.C(OCC)(=O)C. The product is [OH:8][CH2:9][C:11]1[C:12]([C:24]2[CH:29]=[CH:28][C:27]([O:30][CH2:31][O:32][CH3:33])=[CH:26][C:25]=2[O:34][CH3:35])=[CH:13][CH:14]=[C:15]2[C:20]=1[NH:19][C:18](=[O:21])[C:17]([CH3:22])([CH3:23])[NH:16]2. The yield is 0.410.